From a dataset of Peptide-MHC class I binding affinity with 185,985 pairs from IEDB/IMGT. Regression. Given a peptide amino acid sequence and an MHC pseudo amino acid sequence, predict their binding affinity value. This is MHC class I binding data. (1) The peptide sequence is FTAVTNFLL. The MHC is Patr-B0101 with pseudo-sequence Patr-B0101. The binding affinity (normalized) is 0.883. (2) The peptide sequence is MALPPCHL. The MHC is H-2-Kb with pseudo-sequence H-2-Kb. The binding affinity (normalized) is 0.131. (3) The peptide sequence is ATPYDINQML. The MHC is HLA-B44:02 with pseudo-sequence HLA-B44:02. The binding affinity (normalized) is 0. (4) The peptide sequence is MLWMAEIPL. The MHC is HLA-A02:01 with pseudo-sequence HLA-A02:01. The binding affinity (normalized) is 0.935. (5) The peptide sequence is ELQSPQQSFS. The MHC is HLA-A01:01 with pseudo-sequence HLA-A01:01. The binding affinity (normalized) is 0. (6) The peptide sequence is PCHIRQIINTW. The MHC is Mamu-B17 with pseudo-sequence Mamu-B17. The binding affinity (normalized) is 0.122. (7) The peptide sequence is QLSLRMLSL. The MHC is HLA-B18:01 with pseudo-sequence HLA-B18:01. The binding affinity (normalized) is 0.0847.